This data is from NCI-60 drug combinations with 297,098 pairs across 59 cell lines. The task is: Regression. Given two drug SMILES strings and cell line genomic features, predict the synergy score measuring deviation from expected non-interaction effect. (1) Drug 1: C(=O)(N)NO. Drug 2: CC(C)(C#N)C1=CC(=CC(=C1)CN2C=NC=N2)C(C)(C)C#N. Cell line: DU-145. Synergy scores: CSS=-0.154, Synergy_ZIP=1.88, Synergy_Bliss=3.66, Synergy_Loewe=-0.437, Synergy_HSA=0.527. (2) Drug 1: CC1CCC2CC(C(=CC=CC=CC(CC(C(=O)C(C(C(=CC(C(=O)CC(OC(=O)C3CCCCN3C(=O)C(=O)C1(O2)O)C(C)CC4CCC(C(C4)OC)O)C)C)O)OC)C)C)C)OC. Drug 2: CC(C)CN1C=NC2=C1C3=CC=CC=C3N=C2N. Cell line: HCT116. Synergy scores: CSS=21.8, Synergy_ZIP=4.71, Synergy_Bliss=5.35, Synergy_Loewe=-1.06, Synergy_HSA=4.80.